From a dataset of Catalyst prediction with 721,799 reactions and 888 catalyst types from USPTO. Predict which catalyst facilitates the given reaction. (1) Product: [F:35][CH:33]1[CH2:34][CH:32]1[CH2:31][N:16]1[C:17]2[CH2:22][CH2:21][N:20]([C:23](=[O:25])[CH3:24])[CH2:19][C:18]=2[C:14]([NH:13][C:10]2[CH:11]=[CH:12][C:7]([C:5]3[CH:4]=[N:3][N:2]([CH3:1])[CH:6]=3)=[CH:8][CH:9]=2)=[N:15]1. Reactant: [CH3:1][N:2]1[CH:6]=[C:5]([C:7]2[CH:12]=[CH:11][C:10]([NH:13][C:14]3[C:18]4[CH2:19][N:20]([C:23](=[O:25])[CH3:24])[CH2:21][CH2:22][C:17]=4[NH:16][N:15]=3)=[CH:9][CH:8]=2)[CH:4]=[N:3]1.CS(O[CH2:31][C@H:32]1[CH2:34][C@@H:33]1[F:35])(=O)=O.C([O-])([O-])=O.[Cs+].[Cs+]. The catalyst class is: 18. (2) Reactant: [S:1]1[CH:5]=[CH:4][CH:3]=[C:2]1[Li].[N:7]12[CH2:14][CH2:13][C:10]([C:15]([O:17]CC)=O)([CH2:11][CH2:12]1)[CH2:9][CH2:8]2. Product: [N:7]12[CH2:8][CH2:9][C:10]([C:15]([C:2]3[S:1][CH:5]=[CH:4][CH:3]=3)([C:2]3[S:1][CH:5]=[CH:4][CH:3]=3)[OH:17])([CH2:11][CH2:12]1)[CH2:13][CH2:14]2. The catalyst class is: 1. (3) Reactant: [CH3:1][C:2]([CH3:8])([CH3:7])[CH:3]([OH:6])[C:4]#[CH:5].[Si:9](OS(C(F)(F)F)(=O)=O)([C:12]([CH3:15])([CH3:14])[CH3:13])([CH3:11])[CH3:10].N1C=CN=C1.C([O-])(O)=O.[Na+]. Product: [C:12]([Si:9]([O:6][CH:3]([C:2]([CH3:8])([CH3:7])[CH3:1])[C:4]#[CH:5])([CH3:11])[CH3:10])([CH3:15])([CH3:14])[CH3:13]. The catalyst class is: 2. (4) Reactant: [Cl:1][C:2]1[CH:3]=[C:4]([N:9]2[C:14](=[O:15])[C:13]([O:16][CH2:17][C:18]([OH:21])([CH3:20])[CH3:19])=[C:12]([C:22]3[CH:27]=[CH:26][C:25]([S:28]([NH2:31])(=[O:30])=[O:29])=[CH:24][CH:23]=3)[CH:11]=[N:10]2)[CH:5]=[CH:6][C:7]=1[F:8].[C:32](OC(=O)C)(=[O:34])[CH3:33].C(N(CC)CC)C. Product: [Cl:1][C:2]1[CH:3]=[C:4]([N:9]2[C:14](=[O:15])[C:13]([O:16][CH2:17][C:18]([OH:21])([CH3:20])[CH3:19])=[C:12]([C:22]3[CH:27]=[CH:26][C:25]([S:28]([NH:31][C:32](=[O:34])[CH3:33])(=[O:30])=[O:29])=[CH:24][CH:23]=3)[CH:11]=[N:10]2)[CH:5]=[CH:6][C:7]=1[F:8]. The catalyst class is: 277. (5) Reactant: [NH2:1][C:2]1[C:3]([CH3:13])=[C:4]([CH:9]=[C:10]([Cl:12])[CH:11]=1)[C:5]([O:7][CH3:8])=[O:6].CC(O)=O.[C:18]([N:25]1[CH2:30][CH2:29][CH2:28][CH2:27][C:26]1=O)([O:20][C:21]([CH3:24])([CH3:23])[CH3:22])=[O:19].C(O[BH-](OC(=O)C)OC(=O)C)(=O)C.[Na+].C([O-])(O)=O.[Na+]. Product: [Cl:12][C:10]1[CH:9]=[C:4]([C:5]([O:7][CH3:8])=[O:6])[C:3]([CH3:13])=[C:2]([NH:1][CH:28]2[CH2:29][CH2:30][N:25]([C:18]([O:20][C:21]([CH3:24])([CH3:23])[CH3:22])=[O:19])[CH2:26][CH2:27]2)[CH:11]=1. The catalyst class is: 2. (6) Reactant: [C:1]1(=[O:7])[O:6][C:4](=[O:5])[CH2:3][CH2:2]1.[CH3:8][CH:9]([CH2:11][CH2:12][CH2:13][C@H:14]([C@@H:16]1[C@:34]2([CH3:35])[C@H:19]([C@H:20]3[C@H:31]([CH2:32][CH2:33]2)[C@:29]2([CH3:30])[C:23]([CH2:24][C@H:25]([CH2:27][CH2:28]2)[OH:26])=[CH:22][CH2:21]3)[CH2:18][CH2:17]1)[CH3:15])[CH3:10].N1C=CC=CC=1. Product: [C:1]([OH:6])(=[O:7])[CH2:2][CH2:3][C:4]([OH:26])=[O:5].[CH3:10][CH:9]([CH2:11][CH2:12][CH2:13][C@H:14]([C@@H:16]1[C@:34]2([CH3:35])[C@H:19]([C@H:20]3[C@H:31]([CH2:32][CH2:33]2)[C@:29]2([CH3:30])[C:23]([CH2:24][C@H:25]([CH2:27][CH2:28]2)[OH:26])=[CH:22][CH2:21]3)[CH2:18][CH2:17]1)[CH3:15])[CH3:8].[CH3:10][CH:9]([CH2:11][CH2:12][CH2:13][C@H:14]([C@@H:16]1[C@:34]2([CH3:35])[C@H:19]([C@H:20]3[C@H:31]([CH2:32][CH2:33]2)[C@:29]2([CH3:30])[C:23]([CH2:24][C@H:25]([CH2:27][CH2:28]2)[OH:26])=[CH:22][CH2:21]3)[CH2:18][CH2:17]1)[CH3:15])[CH3:8]. The catalyst class is: 2.